This data is from Reaction yield outcomes from USPTO patents with 853,638 reactions. The task is: Predict the reaction yield, written as a fraction of the theoretical maximum amount of product (1.0 means a 100% yield; for example, 0.34 means a 34% yield). (1) The reactants are [F:1][C:2]1[CH:7]=[CH:6][C:5]([C@@H:8]2[CH2:13][C:12](=[O:14])[NH:11][CH2:10][C@H:9]2[C:15]([OH:17])=[O:16])=[CH:4][C:3]=1[C:18]([F:21])([F:20])[F:19].[CH3:22][Si](C=[N+]=[N-])(C)C. The catalyst is C(OCC)C.CO. The product is [F:1][C:2]1[CH:7]=[CH:6][C:5]([C@@H:8]2[CH2:13][C:12](=[O:14])[NH:11][CH2:10][C@H:9]2[C:15]([O:17][CH3:22])=[O:16])=[CH:4][C:3]=1[C:18]([F:21])([F:19])[F:20]. The yield is 0.730. (2) The reactants are [CH:1]1([CH2:4][O:5][C:6]2[CH:11]=[C:10]([N+:12]([O-])=O)[CH:9]=[CH:8][C:7]=2[NH:15][S:16]([CH3:19])(=[O:18])=[O:17])[CH2:3][CH2:2]1.[NH4+].[Cl-]. The catalyst is CCO.O.[Fe]. The product is [NH2:12][C:10]1[CH:9]=[CH:8][C:7]([NH:15][S:16]([CH3:19])(=[O:18])=[O:17])=[C:6]([O:5][CH2:4][CH:1]2[CH2:3][CH2:2]2)[CH:11]=1. The yield is 0.910. (3) The reactants are Cl[C:2]1[C:11]2[C:6](=[CH:7][C:8]([O:12][CH3:13])=[CH:9][CH:10]=2)[C:5]([O:14][CH3:15])=[CH:4][N:3]=1.[F-:16].[Cs+]. The catalyst is CS(C)=O.O. The product is [F:16][C:2]1[C:11]2[C:6](=[CH:7][C:8]([O:12][CH3:13])=[CH:9][CH:10]=2)[C:5]([O:14][CH3:15])=[CH:4][N:3]=1. The yield is 0.201. (4) The reactants are FC(F)(F)C(O)=O.[CH3:8][C:9]1[C:13]([CH3:14])=[C:12]([NH:15][C:16]([N:18]2[CH2:23][CH2:22][NH:21][CH2:20][CH2:19]2)=[O:17])[O:11][N:10]=1.Cl[C:25]1[S:29][N:28]=[C:27]([C:30]2[CH:35]=[CH:34][CH:33]=[C:32]([F:36])[CH:31]=2)[N:26]=1.C(N(CC)CC)C.CN(C)C=O. The catalyst is O. The product is [CH3:8][C:9]1[C:13]([CH3:14])=[C:12]([NH:15][C:16]([N:18]2[CH2:19][CH2:20][N:21]([C:25]3[S:29][N:28]=[C:27]([C:30]4[CH:35]=[CH:34][CH:33]=[C:32]([F:36])[CH:31]=4)[N:26]=3)[CH2:22][CH2:23]2)=[O:17])[O:11][N:10]=1. The yield is 0.448. (5) The reactants are [NH2:1][C:2]1[CH:10]=[C:9]([O:11][CH3:12])[CH:8]=[C:7]([O:13][CH3:14])[C:3]=1[C:4]([NH2:6])=[O:5].[Cl:15][C:16]1[CH:17]=[C:18]([CH:21]=[CH:22][C:23]=1[OH:24])[CH:19]=O.COC1C=C(OC)C=C2C=1C(=O)NC(C1C=CC=CN=1)=N2. No catalyst specified. The product is [Cl:15][C:16]1[CH:17]=[C:18]([C:19]2[NH:6][C:4](=[O:5])[C:3]3[C:2](=[CH:10][C:9]([O:11][CH3:12])=[CH:8][C:7]=3[O:13][CH3:14])[N:1]=2)[CH:21]=[CH:22][C:23]=1[OH:24]. The yield is 0.300.